From a dataset of Full USPTO retrosynthesis dataset with 1.9M reactions from patents (1976-2016). Predict the reactants needed to synthesize the given product. (1) Given the product [Cl:1][CH2:2][C:3]([N:13]1[CH2:14][CH2:15][C:16]2[C:21](=[CH:20][CH:19]=[CH:18][CH:17]=2)[C:12]1([C:22]1[CH:23]=[CH:24][CH:25]=[CH:26][CH:27]=1)[C:6]1[CH:11]=[CH:10][CH:9]=[CH:8][CH:7]=1)=[O:4], predict the reactants needed to synthesize it. The reactants are: [Cl:1][CH2:2][C:3](Cl)=[O:4].[C:6]1([C:12]2([C:22]3[CH:27]=[CH:26][CH:25]=[CH:24][CH:23]=3)[C:21]3[C:16](=[CH:17][CH:18]=[CH:19][CH:20]=3)[CH2:15][CH2:14][NH:13]2)[CH:11]=[CH:10][CH:9]=[CH:8][CH:7]=1.O.C1(C)C=CC(S(O)(=O)=O)=CC=1. (2) Given the product [NH:2]1[C:10]2[C:5](=[CH:6][CH:7]=[CH:8][CH:9]=2)[C:4]([CH2:11][CH2:12][N:13]([S:29]([CH3:28])(=[O:31])=[O:30])[CH:14]2[C:22]3[C:17](=[CH:18][C:19]([C:23]([O:25][CH2:26][CH3:27])=[O:24])=[CH:20][CH:21]=3)[CH2:16][CH2:15]2)=[CH:3]1, predict the reactants needed to synthesize it. The reactants are: Cl.[NH:2]1[C:10]2[C:5](=[CH:6][CH:7]=[CH:8][CH:9]=2)[C:4]([CH2:11][CH2:12][NH:13][CH:14]2[C:22]3[C:17](=[CH:18][C:19]([C:23]([O:25][CH2:26][CH3:27])=[O:24])=[CH:20][CH:21]=3)[CH2:16][CH2:15]2)=[CH:3]1.[CH3:28][S:29](Cl)(=[O:31])=[O:30].CCN(CC)CC. (3) Given the product [NH2:3][C:12]1[CH:17]=[CH:16][C:15]([S:18]([N:21]([CH3:22])[CH3:23])(=[O:19])=[O:20])=[CH:14][C:13]=1[O:24][CH3:25], predict the reactants needed to synthesize it. The reactants are: O=C1C2C(=CC=CC=2)C(=O)[N:3]1[C:12]1[CH:17]=[CH:16][C:15]([S:18]([N:21]([CH3:23])[CH3:22])(=[O:20])=[O:19])=[CH:14][C:13]=1[O:24][CH3:25].O.NN.